From a dataset of Peptide-MHC class I binding affinity with 185,985 pairs from IEDB/IMGT. Regression. Given a peptide amino acid sequence and an MHC pseudo amino acid sequence, predict their binding affinity value. This is MHC class I binding data. (1) The peptide sequence is MLQGKKASVY. The MHC is HLA-A11:01 with pseudo-sequence HLA-A11:01. The binding affinity (normalized) is 0. (2) The peptide sequence is STFDLYVYR. The MHC is HLA-B15:42 with pseudo-sequence HLA-B15:42. The binding affinity (normalized) is 0.213. (3) The peptide sequence is AEGVITQDDM. The MHC is HLA-B40:01 with pseudo-sequence HLA-B40:01. The binding affinity (normalized) is 0.337. (4) The peptide sequence is GSSDFQVHFLK. The MHC is HLA-B08:01 with pseudo-sequence HLA-B08:01. The binding affinity (normalized) is 0.0847. (5) The peptide sequence is RYLEFEALGF. The binding affinity (normalized) is 0.664. The MHC is HLA-A24:02 with pseudo-sequence HLA-A24:02.